From a dataset of NCI-60 drug combinations with 297,098 pairs across 59 cell lines. Regression. Given two drug SMILES strings and cell line genomic features, predict the synergy score measuring deviation from expected non-interaction effect. (1) Drug 1: C(=O)(N)NO. Drug 2: N.N.Cl[Pt+2]Cl. Cell line: MOLT-4. Synergy scores: CSS=53.1, Synergy_ZIP=-0.364, Synergy_Bliss=-0.748, Synergy_Loewe=-26.4, Synergy_HSA=-2.06. (2) Synergy scores: CSS=21.8, Synergy_ZIP=-6.14, Synergy_Bliss=2.15, Synergy_Loewe=-6.58, Synergy_HSA=4.50. Cell line: NCI/ADR-RES. Drug 2: C1CN(CCN1C(=O)CCBr)C(=O)CCBr. Drug 1: CCC1=C2CN3C(=CC4=C(C3=O)COC(=O)C4(CC)O)C2=NC5=C1C=C(C=C5)O.